From a dataset of Peptide-MHC class II binding affinity with 134,281 pairs from IEDB. Regression. Given a peptide amino acid sequence and an MHC pseudo amino acid sequence, predict their binding affinity value. This is MHC class II binding data. (1) The peptide sequence is TLWQRPLVTIKIGGQLKEAL. The MHC is HLA-DPA10301-DPB10402 with pseudo-sequence HLA-DPA10301-DPB10402. The binding affinity (normalized) is 0.342. (2) The peptide sequence is IRGTSATAAAIQLKC. The MHC is HLA-DQA10501-DQB10201 with pseudo-sequence HLA-DQA10501-DQB10201. The binding affinity (normalized) is 0.276.